This data is from Full USPTO retrosynthesis dataset with 1.9M reactions from patents (1976-2016). The task is: Predict the reactants needed to synthesize the given product. (1) Given the product [CH2:8]([O:10][CH2:11][CH2:12][CH2:13][N:14]([CH3:3])[CH:15]=[O:16])[CH3:9], predict the reactants needed to synthesize it. The reactants are: [H-].[Na+].[CH2:3]1COCC1.[CH2:8]([O:10][CH2:11][CH2:12][CH2:13][NH:14][CH:15]=[O:16])[CH3:9].CI. (2) Given the product [C:23]([C:22]1[CH:21]=[CH:20][C:19]([S:16]([NH:14][C:5]2[N:6]=[CH:7][C:8]3[C:13]([C:4]=2[CH:1]2[CH2:3][CH2:2]2)=[CH:12][CH:11]=[CH:10][CH:9]=3)(=[O:18])=[O:17])=[CH:26][CH:25]=1)#[N:24], predict the reactants needed to synthesize it. The reactants are: [CH:1]1([C:4]2[C:13]3[C:8](=[CH:9][CH:10]=[CH:11][CH:12]=3)[CH:7]=[N:6][C:5]=2[NH2:14])[CH2:3][CH2:2]1.Cl[S:16]([C:19]1[CH:26]=[CH:25][C:22]([C:23]#[N:24])=[CH:21][CH:20]=1)(=[O:18])=[O:17]. (3) Given the product [Cl:27][CH:28]([CH3:32])[C:29]([NH:17][C:13]1[CH:14]=[CH:15][CH:16]=[C:11]([C:2]2[CH:3]=[N:4][C:5]3[C:10](=[CH:9][CH:8]=[CH:7][CH:6]=3)[N:1]=2)[CH:12]=1)=[O:30], predict the reactants needed to synthesize it. The reactants are: [N:1]1[C:10]2[C:5](=[CH:6][CH:7]=[CH:8][CH:9]=2)[N:4]=[CH:3][C:2]=1[C:11]1[CH:12]=[C:13]([NH2:17])[CH:14]=[CH:15][CH:16]=1.C(N(C(C)C)CC)(C)C.[Cl:27][CH:28]([CH3:32])[C:29](Cl)=[O:30]. (4) Given the product [OH:3][CH:4]([C:18]1[CH:23]=[CH:22][CH:21]=[C:20]([O:24][CH2:25][C:26]([OH:28])=[O:27])[CH:19]=1)[CH:5]([C:12]1[CH:17]=[CH:16][CH:15]=[CH:14][CH:13]=1)[CH:6]1[S:11][CH2:10][CH2:9][CH2:8][S:7]1, predict the reactants needed to synthesize it. The reactants are: [I-].[Li+].[OH:3][CH:4]([C:18]1[CH:23]=[CH:22][CH:21]=[C:20]([O:24][CH2:25][C:26]([O:28]C)=[O:27])[CH:19]=1)[CH:5]([C:12]1[CH:17]=[CH:16][CH:15]=[CH:14][CH:13]=1)[CH:6]1[S:11][CH2:10][CH2:9][CH2:8][S:7]1.Cl. (5) Given the product [OH:32]/[N:29]=[C:26](\[NH:27][C:10](=[O:12])[C:9]1[CH:13]=[C:14]([O:60][CH3:59])[CH:15]=[CH:16][C:8]=1[NH:7][C:5]1[N:4]([C:17]2[CH:18]=[CH:19][CH:20]=[CH:21][CH:22]=2)[N:3]=[C:2]([CH3:1])[CH:6]=1)/[CH3:25], predict the reactants needed to synthesize it. The reactants are: [CH3:1][C:2]1[CH:6]=[C:5]([NH:7][C:8]2[CH:16]=[CH:15][CH:14]=[CH:13][C:9]=2[C:10]([OH:12])=O)[N:4]([C:17]2[CH:22]=[CH:21][CH:20]=[CH:19][CH:18]=2)[N:3]=1.C1C=[N:27][C:26]2[N:29]([OH:32])N=N[C:25]=2C=1.CCN=C=NCCCN(C)C.C(N(CC)CC)C.ONC(=N)C.CN([CH:59]=[O:60])C. (6) Given the product [S:1]1[CH:5]=[C:4]([CH2:6][C@@H:7]([N:11]([C:12]([O:14][C:15]([CH3:17])([CH3:18])[CH3:16])=[O:13])[CH3:27])[C:8]([OH:10])=[O:9])[C:3]2[CH:19]=[CH:20][CH:21]=[CH:22][C:2]1=2, predict the reactants needed to synthesize it. The reactants are: [S:1]1[CH:5]=[C:4]([CH2:6][C@@H:7]([NH:11][C:12]([O:14][C:15]([CH3:18])([CH3:17])[CH3:16])=[O:13])[C:8]([OH:10])=[O:9])[C:3]2[CH:19]=[CH:20][CH:21]=[CH:22][C:2]1=2.CI.[H-].[Na+].[C:27](OCC)(=O)C. (7) Given the product [I:8][C:6]1[N:5]=[CH:4][N:3]=[C:2]([NH:9][C:10]2[CH:19]=[C:18]3[C:13]([CH:14]=[CH:15][CH:16]=[N:17]3)=[CH:12][CH:11]=2)[CH:7]=1, predict the reactants needed to synthesize it. The reactants are: I[C:2]1[CH:7]=[C:6]([I:8])[N:5]=[CH:4][N:3]=1.[NH2:9][C:10]1[CH:19]=[C:18]2[C:13]([CH:14]=[CH:15][CH:16]=[N:17]2)=[CH:12][CH:11]=1.C([O-])([O-])=O.[K+].[K+].